From a dataset of Full USPTO retrosynthesis dataset with 1.9M reactions from patents (1976-2016). Predict the reactants needed to synthesize the given product. (1) Given the product [C:1]([C:4]1[CH:5]=[CH:6][C:7]([NH:10][CH2:11][C:12]([OH:14])=[O:13])=[N:8][CH:9]=1)(=[O:3])[CH3:2], predict the reactants needed to synthesize it. The reactants are: [C:1]([C:4]1[CH:5]=[CH:6][C:7]([NH:10][CH2:11][C:12]([O:14]CC)=[O:13])=[N:8][CH:9]=1)(=[O:3])[CH3:2].CO.O.[OH-].[Li+]. (2) Given the product [F:10][C:7]1[CH:6]=[C:5]2[C:4]([C:1]([OH:3])=[CH:2][C:12](=[O:16])[S:11]2)=[CH:9][CH:8]=1, predict the reactants needed to synthesize it. The reactants are: [C:1]([C:4]1[CH:9]=[CH:8][C:7]([F:10])=[CH:6][C:5]=1[S:11][C:12](=[O:16])N(C)C)(=[O:3])[CH3:2].CC(C)([O-])C.[K+]. (3) The reactants are: [CH2:1]([Li])CCC.C(NC(C)C)(C)C.[C:13]([CH:18]1[CH2:22][S:21][C:20]([C:23]2[CH:28]=[CH:27][CH:26]=[CH:25][CH:24]=2)=[N:19]1)([O:15][CH2:16][CH3:17])=[O:14].CI.Cl. Given the product [C:13]([C:18]1([CH3:1])[CH2:22][S:21][C:20]([C:23]2[CH:28]=[CH:27][CH:26]=[CH:25][CH:24]=2)=[N:19]1)([O:15][CH2:16][CH3:17])=[O:14], predict the reactants needed to synthesize it. (4) Given the product [CH3:28][N:29]1[CH2:34][CH2:33][N:32]([C:25]([CH:23]2[CH2:22][CH2:21][C:20]3[C:13]4[C:12]([NH:11][C:9]5[CH:8]=[CH:7][C:5]6[NH:6][C:2](=[O:1])[S:3][C:4]=6[CH:10]=5)=[N:17][CH:16]=[N:15][C:14]=4[S:18][C:19]=3[CH2:24]2)=[O:27])[CH2:31][CH2:30]1, predict the reactants needed to synthesize it. The reactants are: [O:1]=[C:2]1[NH:6][C:5]2[CH:7]=[CH:8][C:9]([NH:11][C:12]3[C:13]4[C:20]5[CH2:21][CH2:22][CH:23]([C:25]([OH:27])=O)[CH2:24][C:19]=5[S:18][C:14]=4[N:15]=[CH:16][N:17]=3)=[CH:10][C:4]=2[S:3]1.[CH3:28][N:29]1[CH2:34][CH2:33][NH:32][CH2:31][CH2:30]1. (5) Given the product [CH2:53]([S:52][CH2:51][CH2:50][C@H:49]1[CH2:48][NH:47][CH2:46][C@@H:45]1[OH:44])[CH2:54][CH2:55][CH2:56][CH2:57][CH3:58], predict the reactants needed to synthesize it. The reactants are: [H-].[Na+].[Si](O[C@@H]1[C@@H](CCOS(C)(=O)=O)CN(C(OC(C)(C)C)=O)C1)(C(C)(C)C)(C)C.C(S)CCCCC.[Si]([O:44][C@@H:45]1[C@@H:49]([CH2:50][CH2:51][S:52][CH2:53][CH2:54][CH2:55][CH2:56][CH2:57][CH3:58])[CH2:48][N:47](C(OC(C)(C)C)=O)[CH2:46]1)(C(C)(C)C)(C)C.Cl.